From a dataset of Catalyst prediction with 721,799 reactions and 888 catalyst types from USPTO. Predict which catalyst facilitates the given reaction. (1) Reactant: Br[C:2]1[CH:3]=[C:4]2[C:11]3([CH2:16][CH2:15][S:14][C:13]([NH:17]C(=O)OC(C)(C)C)=[N:12]3)[CH2:10][CH:9]([C:25]3[CH:30]=[CH:29][CH:28]=[CH:27][CH:26]=3)[O:8][C:5]2=[CH:6][CH:7]=1.[C:31]([C:33]1C=C(B(O)O)[CH:36]=[CH:37][CH:38]=1)#[N:32].C([O-])([O-])=O.[Cs+].[Cs+]. Product: [C:25]1([CH:9]2[CH2:10][C:11]3([CH2:16][CH2:15][S:14][C:13]([NH2:17])=[N:12]3)[C:4]3[C:5](=[CH:6][CH:7]=[C:2]([C:37]4[CH:36]=[N:32][CH:31]=[CH:33][CH:38]=4)[CH:3]=3)[O:8]2)[CH:30]=[CH:29][CH:28]=[CH:27][CH:26]=1. The catalyst class is: 551. (2) Reactant: [CH3:1][O:2][C:3]([C:5]1[S:6][C:7]([C:14]2[CH:19]=[CH:18][CH:17]=[CH:16][CH:15]=2)=[CH:8][C:9]=1[NH:10][N:11]([CH3:13])[CH3:12])=[O:4].N#N.[Cl:22][C:23]1[CH:31]=[C:30]([Cl:32])[CH:29]=[CH:28][C:24]=1[C:25](Cl)=[O:26]. Product: [CH3:1][O:2][C:3]([C:5]1[S:6][C:7]([C:14]2[CH:19]=[CH:18][CH:17]=[CH:16][CH:15]=2)=[CH:8][C:9]=1[N:10]([C:25](=[O:26])[C:24]1[CH:28]=[CH:29][C:30]([Cl:32])=[CH:31][C:23]=1[Cl:22])[N:11]([CH3:13])[CH3:12])=[O:4]. The catalyst class is: 26. (3) Reactant: C[O:2][C:3](=[O:19])[CH:4]([O:8][C:9]1[N:14]=[C:13]([O:15][CH3:16])[CH:12]=[C:11]([O:17][CH3:18])[N:10]=1)[CH:5]([CH3:7])[CH3:6].[Li+].[OH-]. Product: [CH3:16][O:15][C:13]1[CH:12]=[C:11]([O:17][CH3:18])[N:10]=[C:9]([O:8][CH:4]([CH:5]([CH3:7])[CH3:6])[C:3]([OH:19])=[O:2])[N:14]=1. The catalyst class is: 24. (4) Reactant: [CH2:1]([N:8](C)[CH2:9][CH:10]1[O:15][C:14]2[CH:16]=[C:17]([S:20]([CH3:23])(=[O:22])=[O:21])[CH:18]=[CH:19][C:13]=2[CH2:12][O:11]1)C1C=CC=CC=1. Product: [CH3:1][NH:8][CH2:9][CH:10]1[O:15][C:14]2[CH:16]=[C:17]([S:20]([CH3:23])(=[O:21])=[O:22])[CH:18]=[CH:19][C:13]=2[CH2:12][O:11]1. The catalyst class is: 256. (5) Reactant: [CH2:1]([O:3][C:4](=[O:21])[CH2:5][C:6]1[CH:7]=[N:8][CH:9]=[C:10]([C:12]2[CH:17]=[CH:16][C:15]([F:18])=[CH:14][C:13]=2[CH:19]=O)[CH:11]=1)[CH3:2].C([BH3-])#N.[Na+].[CH2:26]([NH2:28])[CH3:27].C(O)(=O)C. Product: [CH2:1]([O:3][C:4](=[O:21])[CH2:5][C:6]1[CH:7]=[N:8][CH:9]=[C:10]([C:12]2[CH:17]=[CH:16][C:15]([F:18])=[CH:14][C:13]=2[CH2:19][NH:28][CH2:26][CH3:27])[CH:11]=1)[CH3:2]. The catalyst class is: 5.